From a dataset of Catalyst prediction with 721,799 reactions and 888 catalyst types from USPTO. Predict which catalyst facilitates the given reaction. (1) Reactant: [Cl:1][C:2]1[CH:7]=[CH:6][C:5]([C:8]2[C:13]([C@H:14]([OH:19])[C:15]([O:17][CH3:18])=[O:16])=[C:12]([CH3:20])[N:11]=[C:10]3[NH:21][C:22]([CH3:25])=[C:23]([CH3:24])[C:9]=23)=[CH:4][CH:3]=1.C(O[C:30]([CH3:33])([CH3:32])[CH3:31])(=O)C.Cl(O)(=O)(=O)=O.C([O-])([O-])=O.[Na+].[Na+]. Product: [C:30]([O:19][C@@H:14]([C:13]1[C:8]([C:5]2[CH:6]=[CH:7][C:2]([Cl:1])=[CH:3][CH:4]=2)=[C:9]2[C:23]([CH3:24])=[C:22]([CH3:25])[NH:21][C:10]2=[N:11][C:12]=1[CH3:20])[C:15]([O:17][CH3:18])=[O:16])([CH3:33])([CH3:32])[CH3:31]. The catalyst class is: 4. (2) Reactant: [Cl:1][C:2]1[CH:3]=[C:4]([CH:6]=[CH:7][CH:8]=1)[NH2:5].[CH2:9]([O:11][C:12](=[O:26])[CH:13]([CH2:17][C:18](=O)[C:19]1[CH:24]=[CH:23][CH:22]=[CH:21][CH:20]=1)[C:14](=O)[CH3:15])[CH3:10].CC1C=CC(S(O)(=O)=O)=CC=1. Product: [CH2:9]([O:11][C:12]([C:13]1[CH:17]=[C:18]([C:19]2[CH:20]=[CH:21][CH:22]=[CH:23][CH:24]=2)[N:5]([C:4]2[CH:6]=[CH:7][CH:8]=[C:2]([Cl:1])[CH:3]=2)[C:14]=1[CH3:15])=[O:26])[CH3:10]. The catalyst class is: 8.